Dataset: Full USPTO retrosynthesis dataset with 1.9M reactions from patents (1976-2016). Task: Predict the reactants needed to synthesize the given product. Given the product [CH:23]1[C:32]2[C:27](=[C:28]([N:33]3[C:5]([C:7]4[C:12](=[O:13])[CH:11]=[CH:10][N:9]([C:14]5[CH:15]=[C:16]([CH:19]=[CH:20][CH:21]=5)[C:17]#[N:18])[N:8]=4)=[CH:4][CH:3]=[N:2]3)[CH:29]=[CH:30][CH:31]=2)[CH:26]=[CH:25][N:24]=1, predict the reactants needed to synthesize it. The reactants are: C[N:2](C)/[CH:3]=[CH:4]/[C:5]([C:7]1[C:12](=[O:13])[CH:11]=[CH:10][N:9]([C:14]2[CH:15]=[C:16]([CH:19]=[CH:20][CH:21]=2)[C:17]#[N:18])[N:8]=1)=O.[CH:23]1[C:32]2[C:27](=[C:28]([NH:33]N)[CH:29]=[CH:30][CH:31]=2)[CH:26]=[CH:25][N:24]=1.